This data is from Catalyst prediction with 721,799 reactions and 888 catalyst types from USPTO. The task is: Predict which catalyst facilitates the given reaction. (1) Product: [CH:19]([C:2]1[CH:7]=[CH:6][C:5]([C:8]2([CH3:13])[O:12][CH2:11][CH2:10][O:9]2)=[CH:4][CH:3]=1)=[O:20]. Reactant: Br[C:2]1[CH:7]=[CH:6][C:5]([C:8]2([CH3:13])[O:12][CH2:11][CH2:10][O:9]2)=[CH:4][CH:3]=1.[Li]CCCC.[CH:19](N1CCCCC1)=[O:20].Cl. The catalyst class is: 1. (2) The catalyst class is: 65. Reactant: [NH2:1][C:2]1[CH:3]=[C:4]([OH:11])[C:5](=[CH:9][CH:10]=1)[C:6]([OH:8])=[O:7].[CH2:12](O)[CH3:13]. Product: [NH2:1][C:2]1[CH:3]=[C:4]([OH:11])[C:5](=[CH:9][CH:10]=1)[C:6]([O:8][CH2:12][CH3:13])=[O:7].